Dataset: Forward reaction prediction with 1.9M reactions from USPTO patents (1976-2016). Task: Predict the product of the given reaction. (1) Given the reactants [Br:1][C:2]1[CH:7]=[CH:6][C:5]([CH:8]([N:17]=[N+]=[N-])[C:9]2[CH:14]=[CH:13][C:12]([F:15])=[CH:11][C:10]=2[F:16])=[CH:4][CH:3]=1.C(S)CCS.CCN(CC)CC, predict the reaction product. The product is: [Br:1][C:2]1[CH:3]=[CH:4][C:5]([CH:8]([NH2:17])[C:9]2[CH:14]=[CH:13][C:12]([F:15])=[CH:11][C:10]=2[F:16])=[CH:6][CH:7]=1. (2) The product is: [OH:11][C:4]1[C:5]([O:9][CH3:10])=[CH:6][C:7]([C:12]2([C:7]3[CH:6]=[C:5]([O:9][CH3:10])[C:4]([OH:11])=[C:3]([O:2][CH3:1])[CH:8]=3)[C:13]3[C:14](=[CH:18][CH:19]=[CH:20][CH:21]=3)[C:15](=[O:16])[O:17]2)=[CH:8][C:3]=1[O:2][CH3:1]. Given the reactants [CH3:1][O:2][C:3]1[CH:8]=[CH:7][CH:6]=[C:5]([O:9][CH3:10])[C:4]=1[OH:11].[C:12]1(=O)[O:17][C:15](=[O:16])[C:14]2=[CH:18][CH:19]=[CH:20][CH:21]=[C:13]12, predict the reaction product. (3) Given the reactants C([Li])CCC.[S:6]1[CH:10]=[CH:9][N:8]=[CH:7]1.[CH3:11][C:12]([S:15]([N:17]=[C:18]1[CH2:21][O:20][CH2:19]1)=[O:16])([CH3:14])[CH3:13], predict the reaction product. The product is: [S:6]1[CH:10]=[CH:9][N:8]=[C:7]1[C:18]1([NH:17][S:15]([C:12]([CH3:14])([CH3:13])[CH3:11])=[O:16])[CH2:21][O:20][CH2:19]1. (4) Given the reactants [NH2:1][C:2]1[C:3]([C:22]2[CH:37]=[CH:36][C:25]([C:26]([NH:28][CH2:29][C:30]3[CH:35]=[CH:34][CH:33]=[CH:32][CH:31]=3)=[O:27])=[C:24]([F:38])[CH:23]=2)=[N:4][C:5]([CH:8]2[CH2:13][CH2:12][CH2:11][CH:10]([O:14][Si](C(C)(C)C)(C)C)[CH2:9]2)=[CH:6][N:7]=1.C(=O)(O)[O-].[Na+].C(O)(C(F)(F)F)=O, predict the reaction product. The product is: [NH2:1][C:2]1[C:3]([C:22]2[CH:37]=[CH:36][C:25]([C:26]([NH:28][CH2:29][C:30]3[CH:35]=[CH:34][CH:33]=[CH:32][CH:31]=3)=[O:27])=[C:24]([F:38])[CH:23]=2)=[N:4][C:5]([C@@H:8]2[CH2:13][CH2:12][CH2:11][C@H:10]([OH:14])[CH2:9]2)=[CH:6][N:7]=1. (5) The product is: [F:45][CH:2]([P:31](=[O:38])([O:35][CH2:36][CH3:37])[O:32][CH2:33][CH3:34])[C:3]1[CH:8]=[CH:7][C:6]([NH:9][C:10]2[N:15]=[C:14]([NH:16][C:17]3[CH:22]=[CH:21][CH:20]=[CH:19][C:18]=3[C:23](=[O:26])[NH:24][CH3:25])[C:13]([C:27]([F:30])([F:28])[F:29])=[CH:12][N:11]=2)=[CH:5][CH:4]=1. Given the reactants O[CH:2]([P:31](=[O:38])([O:35][CH2:36][CH3:37])[O:32][CH2:33][CH3:34])[C:3]1[CH:8]=[CH:7][C:6]([NH:9][C:10]2[N:15]=[C:14]([NH:16][C:17]3[CH:22]=[CH:21][CH:20]=[CH:19][C:18]=3[C:23](=[O:26])[NH:24][CH3:25])[C:13]([C:27]([F:30])([F:29])[F:28])=[CH:12][N:11]=2)=[CH:5][CH:4]=1.CCN(S(F)(F)[F:45])CC.C([O-])(O)=O.[Na+], predict the reaction product.